Dataset: Catalyst prediction with 721,799 reactions and 888 catalyst types from USPTO. Task: Predict which catalyst facilitates the given reaction. (1) Reactant: [N:1]1([C:5]2[C:10]([C:11]#[N:12])=[C:9]([C:13]3[CH:18]=[CH:17][C:16]([O:19][CH2:20][CH2:21][OH:22])=[CH:15][CH:14]=3)[C:8]([C:23]#[N:24])=[C:7]([S:25][CH2:26][C:27]3[N:28]=[C:29]([C:32]4[CH:37]=[CH:36][C:35]([Cl:38])=[CH:34][CH:33]=4)[S:30][CH:31]=3)[N:6]=2)[CH2:4][CH2:3][CH2:2]1.[C:39]([O:43][C:44]([NH:46][C@H:47]([C:49](O)=[O:50])[CH3:48])=[O:45])([CH3:42])([CH3:41])[CH3:40].C1COCC1.Cl.CN(C)CCCN=C=NCC. Product: [C:39]([O:43][C:44]([NH:46][C@H:47]([C:49]([O:22][CH2:21][CH2:20][O:19][C:16]1[CH:17]=[CH:18][C:13]([C:9]2[C:8]([C:23]#[N:24])=[C:7]([S:25][CH2:26][C:27]3[N:28]=[C:29]([C:32]4[CH:37]=[CH:36][C:35]([Cl:38])=[CH:34][CH:33]=4)[S:30][CH:31]=3)[N:6]=[C:5]([N:1]3[CH2:2][CH2:3][CH2:4]3)[C:10]=2[C:11]#[N:12])=[CH:14][CH:15]=1)=[O:50])[CH3:48])=[O:45])([CH3:41])([CH3:42])[CH3:40]. The catalyst class is: 456. (2) Reactant: [CH3:1][O:2][C:3](=[O:17])[CH2:4][CH2:5][NH:6][C:7](=[O:16])[C:8]1[CH:13]=[CH:12][C:11]([CH:14]=O)=[CH:10][CH:9]=1.[CH:18]1([C:24]2[CH:30]=[CH:29][C:27]([NH2:28])=[CH:26][CH:25]=2)[CH2:23][CH2:22][CH2:21][CH2:20][CH2:19]1.C([BH3-])#N.[Na+]. Product: [CH3:1][O:2][C:3](=[O:17])[CH2:4][CH2:5][NH:6][C:7](=[O:16])[C:8]1[CH:13]=[CH:12][C:11]([CH2:14][NH:28][C:27]2[CH:29]=[CH:30][C:24]([CH:18]3[CH2:23][CH2:22][CH2:21][CH2:20][CH2:19]3)=[CH:25][CH:26]=2)=[CH:10][CH:9]=1. The catalyst class is: 5. (3) The catalyst class is: 68. Reactant: ClC(OC(Cl)C)=O.C([N:15]1[CH2:20][CH2:19][N:18](CC2C=CC=CC=2)[CH2:17][C@@H:16]1[C:28]1[CH:35]=[CH:34][C:31]([C:32]#[N:33])=[CH:30][CH:29]=1)C1C=CC=CC=1. Product: [C:32]([C:31]1[CH:30]=[CH:29][C:28]([C@H:16]2[CH2:17][NH:18][CH2:19][CH2:20][NH:15]2)=[CH:35][CH:34]=1)#[N:33]. (4) Reactant: [CH3:1][NH:2][S:3]([CH2:6][CH2:7][C:8]1[CH:13]=[CH:12][C:11]([NH:14]C(=O)C)=[C:10]([C:18]#[C:19][Si](C)(C)C)[CH:9]=1)(=[O:5])=[O:4].CC(C)([O-])C.[K+].O.CCCCCCC. Product: [CH3:1][NH:2][S:3]([CH2:6][CH2:7][C:8]1[CH:9]=[C:10]2[C:11](=[CH:12][CH:13]=1)[NH:14][CH:19]=[CH:18]2)(=[O:4])=[O:5]. The catalyst class is: 60.